This data is from Catalyst prediction with 721,799 reactions and 888 catalyst types from USPTO. The task is: Predict which catalyst facilitates the given reaction. Product: [Br:1][C:2]1[CH:9]=[CH:8][C:5]([CH:6]=[O:7])=[C:4]([O:10][CH2:19][CH2:20][CH2:21][O:22][Si:23]([C:26]([CH3:27])([CH3:29])[CH3:28])([CH3:24])[CH3:25])[CH:3]=1. The catalyst class is: 25. Reactant: [Br:1][C:2]1[CH:9]=[CH:8][C:5]([CH:6]=[O:7])=[C:4]([OH:10])[CH:3]=1.CN(C=O)C.[H-].[Na+].Br[CH2:19][CH2:20][CH2:21][O:22][Si:23]([C:26]([CH3:29])([CH3:28])[CH3:27])([CH3:25])[CH3:24].